From a dataset of Catalyst prediction with 721,799 reactions and 888 catalyst types from USPTO. Predict which catalyst facilitates the given reaction. (1) Reactant: Cl[C:2]1[CH:11]=[C:10]([CH3:12])[C:9]2[C:4](=[CH:5][C:6](N(C)C)=[CH:7][CH:8]=2)[N:3]=1.[C:16]([O:20]CC)(=O)[NH:17][NH2:18].Cl.[CH2:24](O)[CH3:25]. Product: [CH3:12][C:10]1[C:9]2[C:4](=[CH:5][C:6]([C:25]3[CH:24]=[CH:4][N:3]=[CH:2][CH:11]=3)=[CH:7][CH:8]=2)[N:3]2[C:16](=[O:20])[NH:17][N:18]=[C:2]2[CH:11]=1. The catalyst class is: 12. (2) Reactant: [C:1]([O:5][C:6]([N:8]1[C:16]2[C:11](=[CH:12][C:13]([NH:17][C:18](=[O:28])[CH:19]([C:21]3[CH:26]=[CH:25][CH:24]=[C:23]([Cl:27])[CH:22]=3)[OH:20])=[CH:14][CH:15]=2)[CH:10]=[N:9]1)=[O:7])([CH3:4])([CH3:3])[CH3:2].N1C=CC=CC=1.[CH3:35][S:36](Cl)(=[O:38])=[O:37]. Product: [C:1]([O:5][C:6]([N:8]1[C:16]2[C:11](=[CH:12][C:13]([NH:17][C:18](=[O:28])[CH:19]([C:21]3[CH:26]=[CH:25][CH:24]=[C:23]([Cl:27])[CH:22]=3)[O:20][S:36]([CH3:35])(=[O:38])=[O:37])=[CH:14][CH:15]=2)[CH:10]=[N:9]1)=[O:7])([CH3:4])([CH3:2])[CH3:3]. The catalyst class is: 1. (3) Reactant: [Cl:1][C:2]1[CH:3]=[C:4]([OH:12])[CH:5]=[CH:6][C:7]=1[C:8]([F:11])([F:10])[F:9].C(=O)([O-])[O-].[K+].[K+].CC1C=CC([C:26]2[C:27]([F:37])=[C:28]([CH:32]=[C:33]([Cl:36])[C:34]=2F)[C:29]([O-:31])=[O:30])=CC=1. Product: [Cl:36][C:33]1[C:34]([O:12][C:4]2[CH:5]=[CH:6][C:7]([C:8]([F:10])([F:11])[F:9])=[C:2]([Cl:1])[CH:3]=2)=[CH:26][C:27]([F:37])=[C:28]([CH:32]=1)[C:29]([O:31][C:4]1[CH:5]=[CH:6][C:7]([CH3:8])=[CH:2][CH:3]=1)=[O:30]. The catalyst class is: 16. (4) Reactant: [OH-].[Na+].[F:3][C:4]1[C:5]([C:18]([O:20]C)=[O:19])=[N:6][CH:7]=[C:8]([O:10][CH2:11][C:12]([F:17])([F:16])[CH:13]([F:15])[F:14])[CH:9]=1.Cl.O1CCOCC1. Product: [F:3][C:4]1[C:5]([C:18]([OH:20])=[O:19])=[N:6][CH:7]=[C:8]([O:10][CH2:11][C:12]([F:16])([F:17])[CH:13]([F:15])[F:14])[CH:9]=1. The catalyst class is: 1. (5) Reactant: [Br:1][C:2]1[C:3]([OH:15])=[C:4]([C:12]([OH:14])=O)[C:5]2[N:6]=[CH:7][CH:8]=[N:9][C:10]=2[CH:11]=1.Cl.C([O:19][C:20](=[O:23])[CH2:21][NH2:22])C.C(N(CC)CC)C.C1CN([P+](ON2N=NC3C=CC=CC2=3)(N2CCCC2)N2CCCC2)CC1.F[P-](F)(F)(F)(F)F. Product: [Br:1][C:2]1[CH:11]=[C:10]2[C:5]([N:6]=[CH:7][CH:8]=[N:9]2)=[C:4]([C:12]([NH:22][CH2:21][C:20]([OH:23])=[O:19])=[O:14])[C:3]=1[OH:15]. The catalyst class is: 4. (6) Reactant: [CH3:1][C:2]1[CH:3]=[CH:4][CH:5]=[C:6]2[C:11]=1[N:10]=[C:9]([C:12]1[CH:17]=[CH:16][CH:15]=[CH:14][C:13]=1[CH3:18])[C:8]([CH2:19][NH2:20])=[CH:7]2.[NH2:21][C:22]1[N:30]=[C:29]2[C:25]([NH:26][CH:27]=[N:28]2)=[C:24](Cl)[N:23]=1.C(N(CC)CC)C. Product: [CH3:1][C:2]1[CH:3]=[CH:4][CH:5]=[C:6]2[C:11]=1[N:10]=[C:9]([C:12]1[CH:17]=[CH:16][CH:15]=[CH:14][C:13]=1[CH3:18])[C:8]([CH2:19][NH:20][C:24]1[N:23]=[C:22]([NH2:21])[N:30]=[C:29]3[C:25]=1[N:26]=[CH:27][NH:28]3)=[CH:7]2. The catalyst class is: 41. (7) Reactant: [N:1]1([C:10]2[S:14][C:13]([C:15]([OH:17])=O)=[C:12]([O:18][CH2:19][C:20]3[CH:25]=[CH:24][CH:23]=[CH:22][C:21]=3[CH3:26])[CH:11]=2)[C:5]2[CH:6]=[CH:7][CH:8]=[CH:9][C:4]=2[N:3]=[CH:2]1.Cl[C:28]([N:32](C)[CH3:33])=C(C)C.CNC.O1[CH2:42][CH2:41][CH2:40]C1. Product: [CH:41]([N:1]([CH:5]([CH3:6])[CH3:4])[CH2:10][CH3:11])([CH3:42])[CH3:40].[N:1]1([C:10]2[S:14][C:13]([C:15]([N:32]([CH3:33])[CH3:28])=[O:17])=[C:12]([O:18][CH2:19][C:20]3[CH:25]=[CH:24][CH:23]=[CH:22][C:21]=3[CH3:26])[CH:11]=2)[C:5]2[CH:6]=[CH:7][CH:8]=[CH:9][C:4]=2[N:3]=[CH:2]1. The catalyst class is: 4. (8) Reactant: [Cl:1][C:2]1[CH:6]=[CH:5][S:4][C:3]=1[C:7]([N:9]1[CH2:14][CH2:13][CH:12]([N:15]2[CH2:20][CH2:19][CH:18]([N:21]3[C:25]4[CH:26]=[CH:27][CH:28]=[CH:29][C:24]=4[NH:23][C:22]3=[O:30])[CH2:17][CH2:16]2)[CH2:11][CH2:10]1)=O.[H-].[Al+3].[Li+].[H-].[H-].[H-]. Product: [Cl:1][C:2]1[CH:6]=[CH:5][S:4][C:3]=1[CH2:7][N:9]1[CH2:14][CH2:13][CH:12]([N:15]2[CH2:20][CH2:19][CH:18]([N:21]3[C:25]4[CH:26]=[CH:27][CH:28]=[CH:29][C:24]=4[NH:23][C:22]3=[O:30])[CH2:17][CH2:16]2)[CH2:11][CH2:10]1. The catalyst class is: 1. (9) Reactant: [CH2:1]([N:5]([CH2:41][CH2:42][CH2:43][CH3:44])[C:6]1[CH:11]=[CH:10][C:9]([CH:12]=[CH:13][C:14]2[CH:19]=[CH:18][C:17]([CH2:20][O:21][Si](C(C)(C)C)(C3C=CC=CC=3)C3C=CC=CC=3)=[CH:16][CH:15]=2)=[C:8]([O:39][CH3:40])[CH:7]=1)[CH2:2][CH2:3][CH3:4].[F-].C([N+](CCCC)(CCCC)CCCC)CCC.O.C(OCC)(=O)C. Product: [CH2:41]([N:5]([CH2:1][CH2:2][CH2:3][CH3:4])[C:6]1[CH:11]=[CH:10][C:9]([CH:12]=[CH:13][C:14]2[CH:15]=[CH:16][C:17]([CH2:20][OH:21])=[CH:18][CH:19]=2)=[C:8]([O:39][CH3:40])[CH:7]=1)[CH2:42][CH2:43][CH3:44]. The catalyst class is: 7.